Dataset: NCI-60 drug combinations with 297,098 pairs across 59 cell lines. Task: Regression. Given two drug SMILES strings and cell line genomic features, predict the synergy score measuring deviation from expected non-interaction effect. (1) Drug 1: CC1OCC2C(O1)C(C(C(O2)OC3C4COC(=O)C4C(C5=CC6=C(C=C35)OCO6)C7=CC(=C(C(=C7)OC)O)OC)O)O. Drug 2: C(CN)CNCCSP(=O)(O)O. Cell line: BT-549. Synergy scores: CSS=26.4, Synergy_ZIP=-3.87, Synergy_Bliss=-0.233, Synergy_Loewe=-14.3, Synergy_HSA=-0.411. (2) Drug 1: CCCCCOC(=O)NC1=NC(=O)N(C=C1F)C2C(C(C(O2)C)O)O. Drug 2: C1=NC2=C(N=C(N=C2N1C3C(C(C(O3)CO)O)F)Cl)N. Cell line: MOLT-4. Synergy scores: CSS=91.4, Synergy_ZIP=10.5, Synergy_Bliss=10.7, Synergy_Loewe=7.12, Synergy_HSA=11.4.